Predict the reaction yield, written as a fraction of the theoretical maximum amount of product (1.0 means a 100% yield; for example, 0.34 means a 34% yield). From a dataset of Reaction yield outcomes from USPTO patents with 853,638 reactions. (1) The reactants are [C:1]([O:5][C@@H:6]([C:11]1[C:42]([CH3:43])=[N:41][C:40]2=[CH:44][C:37]3=[N:38][N:39]2[C:12]=1[C:13]1[CH:47]=[C:46]2[C:16]([O:17][CH2:18][CH2:19][N:20]2[CH2:21][CH2:22][CH2:23][CH2:24][CH2:25][C:26]2[CH:27]=[CH:28][CH:29]=[CH:30][C:31]=2[C:32]2[CH:45]=[C:36]3[CH:35]=[CH:34][CH:33]=2)=[C:15]([F:48])[CH:14]=1)[C:7]([O:9]C)=[O:8])([CH3:4])([CH3:3])[CH3:2].[OH-].[Na+]. The catalyst is CO. The product is [C:1]([O:5][C@@H:6]([C:11]1[C:42]([CH3:43])=[N:41][C:40]2=[CH:44][C:37]3=[N:38][N:39]2[C:12]=1[C:13]1[CH:47]=[C:46]2[C:16]([O:17][CH2:18][CH2:19][N:20]2[CH2:21][CH2:22][CH2:23][CH2:24][CH2:25][C:26]2[CH:27]=[CH:28][CH:29]=[CH:30][C:31]=2[C:32]2[CH:45]=[C:36]3[CH:35]=[CH:34][CH:33]=2)=[C:15]([F:48])[CH:14]=1)[C:7]([OH:9])=[O:8])([CH3:4])([CH3:2])[CH3:3]. The yield is 0.452. (2) The reactants are [OH:1][C:2]1[CH:7]=[CH:6][C:5]([N+:8]([O-:10])=[O:9])=[CH:4][N:3]=1.[Br:11]Br. The product is [Br:11][C:7]1[C:2]([OH:1])=[N:3][CH:4]=[C:5]([N+:8]([O-:10])=[O:9])[CH:6]=1. The yield is 0.900. The catalyst is O. (3) The reactants are Br[C:2]1[C:10]2[C:5](=[N:6][CH:7]=[C:8]([NH:11][C:12](=[O:21])[O:13][CH2:14][C:15]3[CH:20]=[CH:19][CH:18]=[CH:17][CH:16]=3)[CH:9]=2)[N:4]([S:22]([C:25]2[CH:31]=[CH:30][C:28]([CH3:29])=[CH:27][CH:26]=2)(=[O:24])=[O:23])[CH:3]=1.[B:32]1([B:32]2[O:36][C:35]([CH3:38])([CH3:37])[C:34]([CH3:40])([CH3:39])[O:33]2)[O:36][C:35]([CH3:38])([CH3:37])[C:34]([CH3:40])([CH3:39])[O:33]1.C([O-])(=O)C.[K+]. The catalyst is O1CCOCC1.C1C=CC([P]([Pd]([P](C2C=CC=CC=2)(C2C=CC=CC=2)C2C=CC=CC=2)([P](C2C=CC=CC=2)(C2C=CC=CC=2)C2C=CC=CC=2)[P](C2C=CC=CC=2)(C2C=CC=CC=2)C2C=CC=CC=2)(C2C=CC=CC=2)C2C=CC=CC=2)=CC=1. The product is [CH3:39][C:34]1([CH3:40])[C:35]([CH3:38])([CH3:37])[O:36][B:32]([C:2]2[C:10]3[C:5](=[N:6][CH:7]=[C:8]([NH:11][C:12](=[O:21])[O:13][CH2:14][C:15]4[CH:20]=[CH:19][CH:18]=[CH:17][CH:16]=4)[CH:9]=3)[N:4]([S:22]([C:25]3[CH:31]=[CH:30][C:28]([CH3:29])=[CH:27][CH:26]=3)(=[O:24])=[O:23])[CH:3]=2)[O:33]1. The yield is 0.730. (4) The reactants are [NH2:1][C:2]1[CH:3]=[C:4]2[C:9](=[CH:10][CH:11]=1)[O:8][C:7]([CH3:13])([CH3:12])[CH:6]=[CH:5]2.[CH2:14](O)[CH2:15][CH2:16]O.C(P(CCCC)CCCC)CCC. The catalyst is COCCOC.[Ru](Cl)(Cl)Cl. The product is [CH3:12][C:7]1([CH3:13])[O:8][C:9]2=[CH:10][C:11]3[CH:14]=[CH:15][CH:16]=[N:1][C:2]=3[CH:3]=[C:4]2[CH:5]=[CH:6]1. The yield is 0.590. (5) The catalyst is O. The product is [OH:14][CH2:13][CH2:12][CH2:11][NH:10][C:2]1[CH:9]=[CH:8][C:5]([C:6]#[N:7])=[CH:4][CH:3]=1. The reactants are F[C:2]1[CH:9]=[CH:8][C:5]([C:6]#[N:7])=[CH:4][CH:3]=1.[NH2:10][CH2:11][CH2:12][CH2:13][OH:14]. The yield is 0.970.